Dataset: Full USPTO retrosynthesis dataset with 1.9M reactions from patents (1976-2016). Task: Predict the reactants needed to synthesize the given product. Given the product [OH:16][C:12]1[CH:11]=[C:10]([CH:15]=[CH:14][CH:13]=1)[CH2:9][N:4]1[CH2:5][CH2:6][CH2:7][CH2:8][C@@H:2]([NH:1][C:35]([N:32]2[CH2:33][CH2:34][CH:29]([N:28]3[CH2:27][C:26]4[C:21](=[CH:22][CH:23]=[CH:24][CH:25]=4)[NH:20][C:19]3=[O:18])[CH2:30][CH2:31]2)=[O:36])[C:3]1=[O:17], predict the reactants needed to synthesize it. The reactants are: [NH2:1][C@@H:2]1[CH2:8][CH2:7][CH2:6][CH2:5][N:4]([CH2:9][C:10]2[CH:15]=[CH:14][CH:13]=[C:12]([OH:16])[CH:11]=2)[C:3]1=[O:17].[O:18]=[C:19]1[N:28]([CH:29]2[CH2:34][CH2:33][N:32]([C:35](Cl)=[O:36])[CH2:31][CH2:30]2)[CH2:27][C:26]2[C:21](=[CH:22][CH:23]=[CH:24][CH:25]=2)[NH:20]1.